Task: Predict which catalyst facilitates the given reaction.. Dataset: Catalyst prediction with 721,799 reactions and 888 catalyst types from USPTO (1) Product: [Cl:15][C:5]1[C:4]([C:9]([F:12])([F:11])[F:10])=[CH:3][C:2]([I:1])=[CH:7][N:6]=1. The catalyst class is: 3. Reactant: [I:1][C:2]1[CH:3]=[C:4]([C:9]([F:12])([F:11])[F:10])[C:5](O)=[N:6][CH:7]=1.O=P(Cl)(Cl)[Cl:15]. (2) Reactant: Cl[CH:2]([CH:8]=O)[C:3]([O:5][CH2:6][CH3:7])=[O:4].[CH3:10][O:11][CH2:12][CH2:13][O:14][C:15]1[CH:20]=[CH:19][N:18]=[C:17]([NH2:21])[CH:16]=1. The catalyst class is: 14. Product: [CH3:10][O:11][CH2:12][CH2:13][O:14][C:15]1[CH:20]=[CH:19][N:18]2[C:2]([C:3]([O:5][CH2:6][CH3:7])=[O:4])=[CH:8][N:21]=[C:17]2[CH:16]=1. (3) Reactant: [CH3:1][O:2][C:3]1[CH:16]=[CH:15][CH:14]=[CH:13][C:4]=1/[N:5]=[CH:6]/[C:7]1[CH:12]=[CH:11][CH:10]=[CH:9][CH:8]=1.[Li][C:18]([CH3:21])([CH3:20])[CH3:19].O. Product: [CH3:19][C:18]([CH3:21])([CH3:20])[CH:6]([NH:5][C:4]1[CH:13]=[CH:14][CH:15]=[CH:16][C:3]=1[O:2][CH3:1])[C:7]1[CH:12]=[CH:11][CH:10]=[CH:9][CH:8]=1. The catalyst class is: 773.